This data is from Forward reaction prediction with 1.9M reactions from USPTO patents (1976-2016). The task is: Predict the product of the given reaction. (1) Given the reactants [OH:1][C:2]1[CH:3]=[C:4]([CH:7]=[CH:8][C:9]=1O)[CH:5]=[O:6].[C:11](=[O:14])([O-])[O-].[Cs+].[Cs+], predict the reaction product. The product is: [OH:1][C:2]1[CH:3]=[C:4]([CH:7]=[CH:8][C:9]=1[O:14][CH2:11][CH2:3][CH2:2][CH2:9][CH3:8])[CH:5]=[O:6]. (2) Given the reactants Br[C:2]1[CH:7]=[CH:6][CH:5]=[C:4]([CH:8]=[O:9])[N:3]=1.[C-:10]1(B(O)O)[CH:14]=[CH:13][CH:12]=[CH:11]1.[CH-:18]1[CH:22]=[CH:21][CH:20]=[CH:19]1.[Fe+2:23].C(Cl)Cl.C([O-])([O-])=O.[Na+].[Na+], predict the reaction product. The product is: [C-:10]1([C:2]2[N:3]=[C:4]([CH:8]=[O:9])[CH:5]=[CH:6][CH:7]=2)[CH:14]=[CH:13][CH:12]=[CH:11]1.[CH-:18]1[CH:22]=[CH:21][CH:20]=[CH:19]1.[Fe+2:23].